Dataset: Reaction yield outcomes from USPTO patents with 853,638 reactions. Task: Predict the reaction yield, written as a fraction of the theoretical maximum amount of product (1.0 means a 100% yield; for example, 0.34 means a 34% yield). The reactants are [F:1][C:2]1[CH:3]=[CH:4][C:5]([C:18]([O:20][CH3:21])=[O:19])=[N:6][C:7]=1[CH:8]1[CH2:17][CH2:16][C:11]2(OCC[O:12]2)[CH2:10][CH2:9]1.C(O)(=O)C(O)=O.C([O-])(O)=O.[Na+].C(OCC)(=O)C. The catalyst is CC(C)=O.O.[Cl-].[Na+].O. The product is [F:1][C:2]1[CH:3]=[CH:4][C:5]([C:18]([O:20][CH3:21])=[O:19])=[N:6][C:7]=1[CH:8]1[CH2:9][CH2:10][C:11](=[O:12])[CH2:16][CH2:17]1. The yield is 0.980.